From a dataset of Catalyst prediction with 721,799 reactions and 888 catalyst types from USPTO. Predict which catalyst facilitates the given reaction. (1) Reactant: [Cl:1][C:2]1[CH:10]=[CH:9][CH:8]=[C:7]([CH3:11])[C:3]=1[C:4](O)=[O:5].CN(C=O)C.C(Cl)(=O)C([Cl:20])=O. Product: [Cl:1][C:2]1[CH:10]=[CH:9][CH:8]=[C:7]([CH3:11])[C:3]=1[C:4]([Cl:20])=[O:5]. The catalyst class is: 2. (2) Reactant: [NH2:1][C:2]1[C:6]([C:7]#[N:8])=[CH:5][N:4]([C:9]2[CH:14]=[CH:13][CH:12]=[CH:11][CH:10]=2)[N:3]=1.I[C:16]1[CH:28]=[CH:27][C:19]([CH2:20][N:21]2[CH2:26][CH2:25][O:24][CH2:23][CH2:22]2)=[CH:18][CH:17]=1.C([O-])([O-])=O.[K+].[K+].CC(C1C=C(C(C)C)C(C2C=CC=CC=2P(C2CCCCC2)C2CCCCC2)=C(C(C)C)C=1)C.C(O)(CC)(C)C. Product: [N:21]1([CH2:20][C:19]2[CH:18]=[CH:17][C:16]([NH:1][C:2]3[C:6]([C:7]#[N:8])=[CH:5][N:4]([C:9]4[CH:10]=[CH:11][CH:12]=[CH:13][CH:14]=4)[N:3]=3)=[CH:28][CH:27]=2)[CH2:22][CH2:23][O:24][CH2:25][CH2:26]1. The catalyst class is: 110.